This data is from Reaction yield outcomes from USPTO patents with 853,638 reactions. The task is: Predict the reaction yield, written as a fraction of the theoretical maximum amount of product (1.0 means a 100% yield; for example, 0.34 means a 34% yield). (1) The reactants are [CH2:1]([C:3]([F:32])([CH2:30][CH3:31])[CH2:4][N:5]1[CH2:10][CH2:9][CH:8]([CH2:11][O:12][C:13]2[CH:18]=[CH:17][C:16]([C:19]3[CH:24]=[CH:23][C:22]([C:25]([O:27]C)=[O:26])=[CH:21][C:20]=3[F:29])=[CH:15][CH:14]=2)[CH2:7][CH2:6]1)[CH3:2].O[Li].O. No catalyst specified. The product is [CH2:1]([C:3]([F:32])([CH2:30][CH3:31])[CH2:4][N:5]1[CH2:10][CH2:9][CH:8]([CH2:11][O:12][C:13]2[CH:18]=[CH:17][C:16]([C:19]3[CH:24]=[CH:23][C:22]([C:25]([OH:27])=[O:26])=[CH:21][C:20]=3[F:29])=[CH:15][CH:14]=2)[CH2:7][CH2:6]1)[CH3:2]. The yield is 0.910. (2) The reactants are C(OC(=O)[NH:7][C:8]1[CH:13]=[CH:12][CH:11]=[C:10]([C:14]2[CH:19]=[CH:18][C:17]([S:20]([N:23]3[CH2:27][CH2:26][CH2:25][CH:24]3[CH2:28][OH:29])(=[O:22])=[O:21])=[CH:16][CH:15]=2)[N:9]=1)(C)(C)C.[ClH:31].CO. No catalyst specified. The product is [ClH:31].[NH2:7][C:8]1[N:9]=[C:10]([C:14]2[CH:15]=[CH:16][C:17]([S:20]([N:23]3[CH2:27][CH2:26][CH2:25][C@@H:24]3[CH2:28][OH:29])(=[O:22])=[O:21])=[CH:18][CH:19]=2)[CH:11]=[CH:12][CH:13]=1. The yield is 0.860. (3) The reactants are [C:1]([C:3]1[CH:4]=[C:5]([CH:36]=[CH:37][CH:38]=1)[CH2:6][N:7]([C:29]1[CH:34]=[CH:33][C:32]([OH:35])=[CH:31][CH:30]=1)[CH:8]1[CH2:13][CH2:12][N:11]([CH:14]([CH3:28])[CH2:15][CH2:16][NH:17][C:18](=[O:27])[C:19]2[C:24]([CH3:25])=[CH:23][CH:22]=[CH:21][C:20]=2[CH3:26])[CH2:10][CH2:9]1)#[N:2].C([O-])([O-])=O.[K+].[K+].[CH3:45][N:46]([CH3:50])[C:47](Cl)=[O:48]. The catalyst is CN(C=O)C. The product is [C:1]([C:3]1[CH:4]=[C:5]([CH:36]=[CH:37][CH:38]=1)[CH2:6][N:7]([CH:8]1[CH2:13][CH2:12][N:11]([CH:14]([CH3:28])[CH2:15][CH2:16][NH:17][C:18](=[O:27])[C:19]2[C:24]([CH3:25])=[CH:23][CH:22]=[CH:21][C:20]=2[CH3:26])[CH2:10][CH2:9]1)[C:29]1[CH:34]=[CH:33][C:32]([O:35][C:47](=[O:48])[N:46]([CH3:50])[CH3:45])=[CH:31][CH:30]=1)#[N:2]. The yield is 0.840. (4) The reactants are [O:1]=[C:2]1[C:11]2[C:6](=[CH:7][CH:8]=[C:9]([C:12]([O:14][CH3:15])=[O:13])[CH:10]=2)[CH:5]=[CH:4][NH:3]1.Br[C:17]1[CH:22]=[CH:21][C:20]([O:23][CH3:24])=[CH:19][CH:18]=1.N1CCC[C@H]1C(O)=O.C(=O)([O-])[O-].[K+].[K+]. The catalyst is CS(C)=O.[Cu]I.O. The product is [CH3:24][O:23][C:20]1[CH:21]=[CH:22][C:17]([N:3]2[CH:4]=[CH:5][C:6]3[C:11](=[CH:10][C:9]([C:12]([O:14][CH3:15])=[O:13])=[CH:8][CH:7]=3)[C:2]2=[O:1])=[CH:18][CH:19]=1. The yield is 0.200. (5) The reactants are [CH3:1][O:2][C:3]1[CH:4]=[C:5](CCN)[CH:6]=[CH:7][CH:8]=1.Br[CH2:13][CH2:14][CH2:15][C:16]([O:18][CH2:19][CH3:20])=[O:17].[CH:21]([N:24](C(C)C)CC)(C)[CH3:22]. No catalyst specified. The product is [CH2:21]([N:24]([C:5]1[CH:6]=[CH:7][CH:8]=[C:3]([O:2][CH3:1])[CH:4]=1)[CH2:13][CH2:14][CH2:15][C:16]([O:18][CH2:19][CH3:20])=[O:17])[CH3:22]. The yield is 0.950.